Regression. Given two drug SMILES strings and cell line genomic features, predict the synergy score measuring deviation from expected non-interaction effect. From a dataset of NCI-60 drug combinations with 297,098 pairs across 59 cell lines. (1) Drug 1: C1=CC(=CC=C1CCCC(=O)O)N(CCCl)CCCl. Drug 2: C1=NC2=C(N=C(N=C2N1C3C(C(C(O3)CO)O)F)Cl)N. Cell line: SW-620. Synergy scores: CSS=20.7, Synergy_ZIP=-10.6, Synergy_Bliss=-8.13, Synergy_Loewe=-11.8, Synergy_HSA=-5.40. (2) Drug 1: C#CCC(CC1=CN=C2C(=N1)C(=NC(=N2)N)N)C3=CC=C(C=C3)C(=O)NC(CCC(=O)O)C(=O)O. Drug 2: COC1=C2C(=CC3=C1OC=C3)C=CC(=O)O2. Cell line: HOP-62. Synergy scores: CSS=2.49, Synergy_ZIP=-4.36, Synergy_Bliss=-10.6, Synergy_Loewe=-4.12, Synergy_HSA=-6.69. (3) Drug 2: CC1=C2C(C(=O)C3(C(CC4C(C3C(C(C2(C)C)(CC1OC(=O)C(C(C5=CC=CC=C5)NC(=O)OC(C)(C)C)O)O)OC(=O)C6=CC=CC=C6)(CO4)OC(=O)C)OC)C)OC. Synergy scores: CSS=55.1, Synergy_ZIP=5.27, Synergy_Bliss=6.92, Synergy_Loewe=-23.5, Synergy_HSA=6.08. Cell line: OVCAR-5. Drug 1: C1CCN(CC1)CCOC2=CC=C(C=C2)C(=O)C3=C(SC4=C3C=CC(=C4)O)C5=CC=C(C=C5)O.